Task: Regression. Given a peptide amino acid sequence and an MHC pseudo amino acid sequence, predict their binding affinity value. This is MHC class I binding data.. Dataset: Peptide-MHC class I binding affinity with 185,985 pairs from IEDB/IMGT (1) The peptide sequence is ILRGSVAHK. The MHC is HLA-A68:01 with pseudo-sequence HLA-A68:01. The binding affinity (normalized) is 0.0152. (2) The peptide sequence is YTVFYPNL. The MHC is H-2-Db with pseudo-sequence H-2-Db. The binding affinity (normalized) is 0.